This data is from Forward reaction prediction with 1.9M reactions from USPTO patents (1976-2016). The task is: Predict the product of the given reaction. (1) Given the reactants [NH2:1][C:2]1[S:3][C:4]2[C:10](=[O:11])[CH2:9][CH2:8][CH2:7][C:5]=2[N:6]=1.C1CCN2C(=NCCC2)CC1.C1N=[CH:26][N:25]([C:28](N2C=NC=C2)=[O:29])[CH:24]=1.CNC, predict the reaction product. The product is: [CH3:24][N:25]([CH3:26])[C:28]([NH:1][C:2]1[S:3][C:4]2[C:10](=[O:11])[CH2:9][CH2:8][CH2:7][C:5]=2[N:6]=1)=[O:29]. (2) Given the reactants [C:1]([O:5][C:6]([N:8]1[CH2:13][CH2:12][CH:11]([C:14]2[C:22]3[C:17](=[N:18][CH:19]=[CH:20][CH:21]=3)[NH:16][CH:15]=2)[CH2:10][CH2:9]1)=[O:7])([CH3:4])([CH3:3])[CH3:2].[H-].[Na+].Br[CH2:26][C:27]1[CH:31]=[CH:30][O:29][CH:28]=1, predict the reaction product. The product is: [C:1]([O:5][C:6]([N:8]1[CH2:9][CH2:10][CH:11]([C:14]2[C:22]3[C:17](=[N:18][CH:19]=[CH:20][CH:21]=3)[N:16]([CH2:26][C:27]3[CH:31]=[CH:30][O:29][CH:28]=3)[CH:15]=2)[CH2:12][CH2:13]1)=[O:7])([CH3:4])([CH3:2])[CH3:3]. (3) Given the reactants [F:1][C:2]([F:7])([F:6])[C:3]([OH:5])=[O:4].[Cl:8][C:9]1[CH:23]=[CH:22][C:12]([CH2:13][NH:14]C(=O)OC(C)(C)C)=[C:11]([CH2:24][NH:25][C:26]([C@@H:28]2[CH2:33][O:32][CH2:31][CH2:30][N:29]2[C:34](=[O:41])[C@H:35]([OH:40])[C:36]([CH3:39])([CH3:38])[CH3:37])=[O:27])[CH:10]=1, predict the reaction product. The product is: [F:1][C:2]([F:7])([F:6])[C:3]([OH:5])=[O:4].[NH2:14][CH2:13][C:12]1[CH:22]=[CH:23][C:9]([Cl:8])=[CH:10][C:11]=1[CH2:24][NH:25][C:26]([C@@H:28]1[CH2:33][O:32][CH2:31][CH2:30][N:29]1[C:34](=[O:41])[C@H:35]([OH:40])[C:36]([CH3:39])([CH3:38])[CH3:37])=[O:27]. (4) The product is: [NH2:12][C@H:13]([C:19]([OH:21])=[O:20])[CH2:14][CH2:15][CH2:16][CH2:17][NH2:18]. Given the reactants ON1C2C=CC=CC=2N=N1.Cl.[NH2:12][C@H:13]([C:19]([OH:21])=[O:20])[CH2:14][CH2:15][CH2:16][CH2:17][NH2:18].Cl.C(N=C=NCCCN(C)C)C, predict the reaction product. (5) Given the reactants [CH3:1][C:2]([CH3:19])([CH3:18])[C@@H:3]([C:14]([O:16]C)=[O:15])[NH:4][C:5]([N:7]([CH3:13])[CH2:8][CH2:9][CH2:10][CH:11]=[CH2:12])=[O:6].[OH-].[Li+], predict the reaction product. The product is: [CH3:1][C:2]([CH3:19])([CH3:18])[C@@H:3]([C:14]([OH:16])=[O:15])[NH:4][C:5]([N:7]([CH3:13])[CH2:8][CH2:9][CH2:10][CH:11]=[CH2:12])=[O:6]. (6) Given the reactants [C:1]([C:4]1[C:5]([OH:13])=[CH:6][C:7]([Cl:12])=[C:8]([CH:11]=1)[C:9]#[N:10])(=[O:3])[CH3:2].[O-:14][CH2:15][CH3:16].[Na+].[CH2:18]([O:20]CC)[CH3:19], predict the reaction product. The product is: [CH2:15]([O:14][C:18]([C:19]1[O:13][C:5]2[C:4]([C:1](=[O:3])[CH:2]=1)=[CH:11][C:8]([C:9]#[N:10])=[C:7]([Cl:12])[CH:6]=2)=[O:20])[CH3:16].